From a dataset of Forward reaction prediction with 1.9M reactions from USPTO patents (1976-2016). Predict the product of the given reaction. (1) Given the reactants [C:1]([C@@H:3]([NH:8][C:9]([C@@H:11]1[CH2:16][CH2:15][CH2:14][CH2:13][C@@H:12]1[NH2:17])=[O:10])[CH2:4][CH:5]([CH3:7])[CH3:6])#[N:2].[Cl:18][CH2:19][CH2:20][CH2:21][N:22]1[C:30]2[C:25](=[CH:26][CH:27]=[CH:28][CH:29]=2)[CH:24]=[C:23]1[C:31](O)=[O:32], predict the reaction product. The product is: [C:1]([C@@H:3]([NH:8][C:9]([C@@H:11]1[CH2:16][CH2:15][CH2:14][CH2:13][C@@H:12]1[NH:17][C:31]([C:23]1[N:22]([CH2:21][CH2:20][CH2:19][Cl:18])[C:30]2[C:25]([CH:24]=1)=[CH:26][CH:27]=[CH:28][CH:29]=2)=[O:32])=[O:10])[CH2:4][CH:5]([CH3:7])[CH3:6])#[N:2]. (2) Given the reactants [CH2:1]([C:3]1[N:12]([CH2:13][CH2:14][N:15]2[CH2:20][CH2:19][N:18]([C:21]3[CH:26]=[CH:25][CH:24]=[C:23](C(F)(F)F)[CH:22]=3)[CH2:17][CH2:16]2)[C:11](=[O:31])[C:10]2[C:5](=[CH:6][CH:7]=[CH:8][CH:9]=2)[N:4]=1)[CH3:2].[CH2:32]([O:34]C1C=CC=CC=1N1CCNCC1)[CH3:33], predict the reaction product. The product is: [CH2:1]([C:3]1[N:12]([CH2:13][CH2:14][N:15]2[CH2:16][CH2:17][N:18]([C:21]3[CH:22]=[CH:23][CH:24]=[CH:25][C:26]=3[O:34][CH2:32][CH3:33])[CH2:19][CH2:20]2)[C:11](=[O:31])[C:10]2[C:5](=[CH:6][CH:7]=[CH:8][CH:9]=2)[N:4]=1)[CH3:2]. (3) Given the reactants I[C:2]1[C:10]2[C:5](=[CH:6][CH:7]=[C:8]([NH:11][C:12](=[O:24])[CH:13]([N:19]3[CH2:23][CH2:22][CH2:21][CH2:20]3)[C:14]3[S:15][CH:16]=[CH:17][CH:18]=3)[CH:9]=2)[NH:4][N:3]=1.[CH3:25][N:26]1[CH2:31][CH2:30][CH:29]([O:32][C:33]2[CH:38]=[CH:37][C:36](B3OC(C)(C)C(C)(C)O3)=[CH:35][CH:34]=2)[CH2:28][CH2:27]1.C([O-])([O-])=O.[Na+].[Na+], predict the reaction product. The product is: [NH3:3].[CH3:25][N:26]1[CH2:31][CH2:30][CH:29]([O:32][C:33]2[CH:38]=[CH:37][C:36]([C:2]3[C:10]4[C:5](=[CH:6][CH:7]=[C:8]([NH:11][C:12](=[O:24])[CH:13]([N:19]5[CH2:23][CH2:22][CH2:21][CH2:20]5)[C:14]5[S:15][CH:16]=[CH:17][CH:18]=5)[CH:9]=4)[NH:4][N:3]=3)=[CH:35][CH:34]=2)[CH2:28][CH2:27]1. (4) Given the reactants C(OC(N1CCC(NC(C2SC=CC=2NC2C=CN=C3NC=CC=23)=O)C1)=O)(C)(C)C.[C:31]1([C@@H:37]([CH2:39][OH:40])[NH2:38])[CH:36]=[CH:35][CH:34]=[CH:33][CH:32]=1.[NH:41]1[C:45]2=[N:46][CH:47]=[CH:48][C:49]([NH:50][C:51]3[C:52]4[CH:62]=[CH:61][CH:60]=[CH:59][C:53]=4[S:54][C:55]=3[C:56](O)=[O:57])=[C:44]2[CH:43]=[CH:42]1, predict the reaction product. The product is: [OH:40][CH2:39][C@@H:37]([NH:38][C:56]([C:55]1[S:54][C:53]2[CH:59]=[CH:60][CH:61]=[CH:62][C:52]=2[C:51]=1[NH:50][C:49]1[CH:48]=[CH:47][N:46]=[C:45]2[NH:41][CH:42]=[CH:43][C:44]=12)=[O:57])[C:31]1[CH:36]=[CH:35][CH:34]=[CH:33][CH:32]=1. (5) Given the reactants [Cl:1][C:2]1[CH:10]=[CH:9][CH:8]=[C:7]2[C:3]=1[C:4](=O)[C:5](=[O:12])[N:6]2[CH3:11].O.NN, predict the reaction product. The product is: [Cl:1][C:2]1[CH:10]=[CH:9][CH:8]=[C:7]2[C:3]=1[CH2:4][C:5](=[O:12])[N:6]2[CH3:11].